Dataset: Catalyst prediction with 721,799 reactions and 888 catalyst types from USPTO. Task: Predict which catalyst facilitates the given reaction. (1) Reactant: [C:1]([O:5][C:6](=[O:23])[NH:7][CH2:8][CH:9]1[CH2:14][CH2:13][N:12]([C:15]2[CH:20]=[C:19]([CH:21]=O)[N:18]=[CH:17][N:16]=2)[CH2:11][CH2:10]1)([CH3:4])([CH3:3])[CH3:2].[S:24]1[CH2:28][C:27](=[O:29])[NH:26][C:25]1=[O:30].C(N(CC)CC)C.N1CCCCC1. Product: [C:1]([O:5][C:6](=[O:23])[NH:7][CH2:8][CH:9]1[CH2:14][CH2:13][N:12]([C:15]2[CH:20]=[C:19](/[CH:21]=[C:28]3/[C:27](=[O:29])[NH:26][C:25](=[O:30])[S:24]/3)[N:18]=[CH:17][N:16]=2)[CH2:11][CH2:10]1)([CH3:4])([CH3:3])[CH3:2]. The catalyst class is: 8. (2) Reactant: Cl[C:2]1[CH:7]=[C:6]([N:8]2[CH2:13][CH2:12][O:11][CH2:10][CH2:9]2)[N:5]2[N:14]=[C:15]([C:17]3[CH:18]=[N:19][CH:20]=[N:21][CH:22]=3)[CH:16]=[C:4]2[N:3]=1.O.[NH2:24][NH2:25]. Product: [N:8]1([C:6]2[N:5]3[N:14]=[C:15]([C:17]4[CH:18]=[N:19][CH:20]=[N:21][CH:22]=4)[CH:16]=[C:4]3[N:3]=[C:2]([NH:24][NH2:25])[CH:7]=2)[CH2:13][CH2:12][O:11][CH2:10][CH2:9]1. The catalyst class is: 12.